This data is from Forward reaction prediction with 1.9M reactions from USPTO patents (1976-2016). The task is: Predict the product of the given reaction. (1) Given the reactants [CH3:1][N:2]([CH2:4][C:5]1[CH:10]=[CH:9][C:8]([NH:11][C:12]2[O:13][CH2:14][C:15](=[O:22])[C:16]=2[C:17]([O:19][CH2:20][CH3:21])=[O:18])=[C:7]([CH3:23])[CH:6]=1)[CH3:3].[NH:24]1[C:32]2[C:27](=[CH:28][CH:29]=[CH:30][N:31]=2)[C:26]([CH:33]=O)=[CH:25]1.N1CCCCC1, predict the reaction product. The product is: [NH:24]1[C:32]2=[N:31][CH:30]=[CH:29][CH:28]=[C:27]2[C:26]([CH:33]=[C:14]2[O:13][C:12]([NH:11][C:8]3[CH:9]=[CH:10][C:5]([CH2:4][N:2]([CH3:1])[CH3:3])=[CH:6][C:7]=3[CH3:23])=[C:16]([C:17]([O:19][CH2:20][CH3:21])=[O:18])[C:15]2=[O:22])=[CH:25]1. (2) Given the reactants [CH:1]1([CH2:4][N:5]([C@H:13]2[CH2:18][CH2:17][C@H:16]([OH:19])[CH2:15][CH2:14]2)C(=O)OC(C)(C)C)[CH2:3][CH2:2]1.C(Cl)[Cl:21].Cl, predict the reaction product. The product is: [ClH:21].[CH:1]1([CH2:4][NH:5][C@H:13]2[CH2:18][CH2:17][C@H:16]([OH:19])[CH2:15][CH2:14]2)[CH2:2][CH2:3]1. (3) Given the reactants [CH:1]([O:4][C:5]1[CH:10]=[CH:9][C:8]([S:11]([N:14]2[CH2:19][CH2:18][N:17]([C:20]3[CH:21]=[CH:22][C:23]([C:27]4[O:28][CH:29]=[CH:30][N:31]=4)=[C:24]([OH:26])[CH:25]=3)[CH2:16][CH2:15]2)(=[O:13])=[O:12])=[CH:7][CH:6]=1)([CH3:3])[CH3:2].[I-].[K+].C(=O)([O-])[O-].[K+].[K+].BrC[C:42]([O:44][CH2:45][CH3:46])=[O:43].C(O)(=O)C, predict the reaction product. The product is: [CH2:45]([O:44][C:42]([O:26][C:24]1[CH:25]=[C:20]([N:17]2[CH2:18][CH2:19][N:14]([S:11]([C:8]3[CH:9]=[CH:10][C:5]([O:4][CH:1]([CH3:3])[CH3:2])=[CH:6][CH:7]=3)(=[O:12])=[O:13])[CH2:15][CH2:16]2)[CH:21]=[CH:22][C:23]=1[C:27]1[O:28][CH:29]=[CH:30][N:31]=1)=[O:43])[CH3:46].